Task: Predict the reaction yield, written as a fraction of the theoretical maximum amount of product (1.0 means a 100% yield; for example, 0.34 means a 34% yield).. Dataset: Reaction yield outcomes from USPTO patents with 853,638 reactions (1) The reactants are C(OC(=O)[NH:7][C@H:8]([C:15](=[O:35])[N:16]([C:26]1[CH:27]=[CH:28][C:29]2[O:33][CH2:32][CH2:31][C:30]=2[CH:34]=1)[CH2:17][CH2:18][C:19]1[CH:24]=[CH:23][C:22]([F:25])=[CH:21][CH:20]=1)[C:9]1[CH:14]=[CH:13][CH:12]=[CH:11][CH:10]=1)(C)(C)C.[ClH:37]. No catalyst specified. The product is [ClH:37].[NH2:7][C@@H:8]([C:9]1[CH:14]=[CH:13][CH:12]=[CH:11][CH:10]=1)[C:15]([N:16]([C:26]1[CH:27]=[CH:28][C:29]2[O:33][CH2:32][CH2:31][C:30]=2[CH:34]=1)[CH2:17][CH2:18][C:19]1[CH:20]=[CH:21][C:22]([F:25])=[CH:23][CH:24]=1)=[O:35]. The yield is 0.690. (2) The reactants are [H-].[Na+].[F:3][C:4]1[CH:9]=[C:8]([C:10]2[N:15]=[C:14]3[N:16]([CH2:19][C:20]4[CH:21]=[C:22]5[C:27](=[CH:28][CH:29]=4)[N:26]=[CH:25][CH:24]=[CH:23]5)[N:17]=[N:18][C:13]3=[CH:12][CH:11]=2)[CH:7]=[CH:6][C:5]=1[CH2:30][OH:31].[CH3:32]I. The catalyst is CN(C=O)C. The product is [F:3][C:4]1[CH:9]=[C:8]([C:10]2[N:15]=[C:14]3[N:16]([CH2:19][C:20]4[CH:21]=[C:22]5[C:27](=[CH:28][CH:29]=4)[N:26]=[CH:25][CH:24]=[CH:23]5)[N:17]=[N:18][C:13]3=[CH:12][CH:11]=2)[CH:7]=[CH:6][C:5]=1[CH2:30][O:31][CH3:32]. The yield is 0.320. (3) The reactants are [C:1](=[O:8])([O:3][C:4]([CH3:7])([CH3:6])[CH3:5])[NH2:2].C(=O)([O-])[O-].[Cs+].[Cs+].CC1(C)C2C(=C(P(C3C=CC=CC=3)C3C=CC=CC=3)C=CC=2)OC2C(P(C3C=CC=CC=3)C3C=CC=CC=3)=CC=CC1=2.Br[C:58]1[CH:59]=[CH:60][C:61]2[O:62][CH2:63][C:64](=[O:77])[N:65]([CH2:68][C:69]3[CH:74]=[CH:73][C:72]([O:75][CH3:76])=[CH:71][CH:70]=3)[C:66]=2[N:67]=1. The catalyst is O1CCOCC1. The product is [C:4]([O:3][C:1](=[O:8])[NH:2][C:58]1[CH:59]=[CH:60][C:61]2[O:62][CH2:63][C:64](=[O:77])[N:65]([CH2:68][C:69]3[CH:74]=[CH:73][C:72]([O:75][CH3:76])=[CH:71][CH:70]=3)[C:66]=2[N:67]=1)([CH3:7])([CH3:6])[CH3:5]. The yield is 0.830. (4) The reactants are [CH2:1]([S:3][C:4]1[C:9]([C:10]([NH:12][CH2:13][C:14]2[CH:19]=[CH:18][CH:17]=[C:16]([F:20])[CH:15]=2)=[O:11])=[C:8](C)[CH:7]=C(NC)[N:5]=1)[CH3:2].C[CH2:25][N:26]([CH:30]([CH3:32])C)[CH:27]([CH3:29])C.CC(OC(C)=O)=[O:35]. The catalyst is C(Cl)Cl.C1COCC1.O. The product is [C:30]([N:26]([CH3:25])[C:27]1[N:5]=[C:4]([S:3][CH2:1][CH3:2])[C:9]([C:10]([NH:12][CH2:13][C:14]2[CH:19]=[CH:18][CH:17]=[C:16]([F:20])[CH:15]=2)=[O:11])=[C:8]([CH3:7])[CH:29]=1)(=[O:35])[CH3:32]. The yield is 0.800. (5) The reactants are [CH3:1][C:2]1[CH:7]=[CH:6][N:5]=[CH:4][C:3]=1[N:8]1[CH2:12][CH2:11][NH:10][C:9]1=[O:13].Br[C:15]1[C:23]2[C:18](=[CH:19][CH:20]=[CH:21][CH:22]=2)[N:17]([S:24]([C:27]2[CH:32]=[CH:31][C:30]([CH3:33])=[CH:29][CH:28]=2)(=[O:26])=[O:25])[CH:16]=1.N[C@@H]1CCCC[C@H]1N.P([O-])([O-])([O-])=O.[K+].[K+].[K+]. The catalyst is [Cu](I)I.O1CCOCC1. The product is [CH3:1][C:2]1[CH:7]=[CH:6][N:5]=[CH:4][C:3]=1[N:8]1[CH2:12][CH2:11][N:10]([C:15]2[C:23]3[C:18](=[CH:19][CH:20]=[CH:21][CH:22]=3)[N:17]([S:24]([C:27]3[CH:32]=[CH:31][C:30]([CH3:33])=[CH:29][CH:28]=3)(=[O:26])=[O:25])[CH:16]=2)[C:9]1=[O:13]. The yield is 0.337. (6) The reactants are [NH2:1][C:2]1[C:3]([OH:12])=[CH:4][C:5]2[C:10]([CH:11]=1)=[CH:9][CH:8]=[CH:7][CH:6]=2.C(=O)([O-])[O-].[Na+].[Na+].[C:19](Cl)(=[O:21])[CH3:20].Cl. The catalyst is CC(C)=O. The product is [OH:12][C:3]1[C:2]([NH:1][C:19](=[O:21])[CH3:20])=[CH:11][C:10]2[C:5]([CH:4]=1)=[CH:6][CH:7]=[CH:8][CH:9]=2. The yield is 0.780. (7) The product is [Cl:1][C:2]1[N+:3]([O-:10])=[CH:4][C:5]([CH2:8][N:11]2[CH2:16][CH2:15][O:14][CH2:13][CH2:12]2)=[CH:6][CH:7]=1. The reactants are [Cl:1][C:2]1[CH:7]=[CH:6][C:5]([CH2:8]Cl)=[CH:4][N+:3]=1[O-:10].[NH:11]1[CH2:16][CH2:15][O:14][CH2:13][CH2:12]1.C(=O)([O-])[O-].[K+].[K+]. The catalyst is C(#N)C. The yield is 0.810.